From a dataset of Full USPTO retrosynthesis dataset with 1.9M reactions from patents (1976-2016). Predict the reactants needed to synthesize the given product. (1) Given the product [NH2:1][C:2]1[N:3]([CH2:24][C:25]2[CH:30]=[CH:29][CH:28]=[CH:27][CH:26]=2)[C:4](=[O:23])[C@@:5]2([C:15]3[C:10](=[CH:11][CH:12]=[C:13]([C:43]4[CH:44]=[C:39]([CH:40]=[CH:41][CH:42]=4)[C:37]#[N:38])[CH:14]=3)[O:9][C@@H:8]([C:17]3[CH:22]=[CH:21][CH:20]=[CH:19][CH:18]=3)[CH2:7]2)[N:6]=1, predict the reactants needed to synthesize it. The reactants are: [NH2:1][C:2]1[N:3]([CH2:24][C:25]2[CH:30]=[CH:29][CH:28]=[CH:27][CH:26]=2)[C:4](=[O:23])[C:5]2([C:15]3[C:10](=[CH:11][CH:12]=[C:13](Br)[CH:14]=3)[O:9][CH:8]([C:17]3[CH:22]=[CH:21][CH:20]=[CH:19][CH:18]=3)[CH2:7]2)[N:6]=1.C([O-])([O-])=O.[Cs+].[Cs+].[C:37]([C:39]1[CH:40]=[C:41](B(O)O)[CH:42]=[CH:43][CH:44]=1)#[N:38]. (2) Given the product [C:47]1(=[O:57])[N:51]([CH2:2][CH2:3][N:4]2[C:8]3[CH:9]=[CH:10][C:11]([N+:13]([O-:15])=[O:14])=[CH:12][C:7]=3[N:6]=[CH:5]2)[C:50](=[O:52])[C:49]2=[CH:53][CH:54]=[CH:55][CH:56]=[C:48]12, predict the reactants needed to synthesize it. The reactants are: O[CH2:2][CH2:3][N:4]1[C:8]2[CH:9]=[CH:10][C:11]([N+:13]([O-:15])=[O:14])=[CH:12][C:7]=2[N:6]=[CH:5]1.C1(P(C2C=CC=CC=2)C2C=CC=CC=2)C=CC=CC=1.CCOC(/N=N/C(OCC)=O)=O.[C:47]1(=[O:57])[NH:51][C:50](=[O:52])[C:49]2=[CH:53][CH:54]=[CH:55][CH:56]=[C:48]12. (3) Given the product [N:15]1[CH:16]=[CH:17][CH:18]=[C:13]([C:12]2[CH:11]=[C:10]3[C:5]([CH:6]=[CH:7][N:8]=[CH:9]3)=[CH:4][C:3]=2[OH:2])[CH:14]=1, predict the reactants needed to synthesize it. The reactants are: C[O:2][C:3]1[CH:4]=[C:5]2[C:10](=[CH:11][C:12]=1[C:13]1[CH:14]=[N:15][CH:16]=[CH:17][CH:18]=1)[CH:9]=[N:8][CH:7]=[CH:6]2.C[S-].[Na+]. (4) Given the product [ClH:31].[CH2:18]([C:22]1[CH:27]=[CH:26][C:25]([S:28]([NH:17][C:13]2[CH:14]=[C:15]3[C:10](=[CH:11][CH:12]=2)[CH2:9][NH:8][CH2:16]3)(=[O:30])=[O:29])=[CH:24][CH:23]=1)[CH2:19][CH2:20][CH3:21], predict the reactants needed to synthesize it. The reactants are: C(OC([N:8]1[CH2:16][C:15]2[C:10](=[CH:11][CH:12]=[C:13]([NH2:17])[CH:14]=2)[CH2:9]1)=O)(C)(C)C.[CH2:18]([C:22]1[CH:27]=[CH:26][C:25]([S:28]([Cl:31])(=[O:30])=[O:29])=[CH:24][CH:23]=1)[CH2:19][CH2:20][CH3:21].